This data is from Forward reaction prediction with 1.9M reactions from USPTO patents (1976-2016). The task is: Predict the product of the given reaction. (1) Given the reactants [F:1][C:2]1[CH:3]=[CH:4][C:5]2[O:9][CH:8]([CH2:10][OH:11])[CH2:7][C:6]=2[CH:12]=1.[H-].[Na+].[CH3:15]I, predict the reaction product. The product is: [F:1][C:2]1[CH:3]=[CH:4][C:5]2[O:9][CH:8]([CH2:10][O:11][CH3:15])[CH2:7][C:6]=2[CH:12]=1. (2) Given the reactants [Cl:1][C:2]1[CH:7]=[CH:6][C:5]([C:8]2[N:12]([CH:13]([CH:17]3[CH2:22][CH2:21][CH2:20][CH2:19][CH2:18]3)[C:14](O)=[O:15])[C:11]3[CH:23]=[C:24]([F:28])[C:25]([F:27])=[CH:26][C:10]=3[N:9]=2)=[CH:4][CH:3]=1.[NH2:29][C:30]1[CH:37]=[CH:36][C:33]([C:34]#[N:35])=[CH:32][C:31]=1[C:38]([F:41])([F:40])[F:39], predict the reaction product. The product is: [Cl:1][C:2]1[CH:7]=[CH:6][C:5]([C:8]2[N:12]([CH:13]([CH:17]3[CH2:22][CH2:21][CH2:20][CH2:19][CH2:18]3)[C:14]([NH:29][C:30]3[CH:37]=[CH:36][C:33]([C:34]#[N:35])=[CH:32][C:31]=3[C:38]([F:39])([F:40])[F:41])=[O:15])[C:11]3[CH:23]=[C:24]([F:28])[C:25]([F:27])=[CH:26][C:10]=3[N:9]=2)=[CH:4][CH:3]=1. (3) Given the reactants [Cl:1][C:2]1[CH:9]=[CH:8][C:5]([CH:6]=O)=[C:4]([CH:10]([O:14][CH2:15][CH3:16])[O:11][CH2:12][CH3:13])[CH:3]=1.CC[N:19](C(C)C)C(C)C.Cl.N[C:28]1[CH:32]=[CH:31][NH:30][C:29]=1[C:33]([O:35][CH2:36][CH3:37])=[O:34].CC(O)=O.C([BH3-])#N.[Na+], predict the reaction product. The product is: [Cl:1][C:2]1[CH:9]=[CH:8][C:5]([CH2:6][NH:19][C:29]2([C:33]([O:35][CH2:36][CH3:37])=[O:34])[CH2:28][CH:32]=[CH:31][NH:30]2)=[C:4]([CH:10]([O:14][CH2:15][CH3:16])[O:11][CH2:12][CH3:13])[CH:3]=1. (4) Given the reactants [N+:1]([C:4]1[CH:5]=[C:6]2[C:10](=[CH:11][CH:12]=1)[NH:9][CH:8]=[C:7]2[CH:13]=O)([O-:3])=[O:2].[CH3:15][S:16]([CH2:19][C:20]#[N:21])(=[O:18])=[O:17], predict the reaction product. The product is: [CH3:15][S:16]([C:19](=[CH:13][C:7]1[C:6]2[C:10](=[CH:11][CH:12]=[C:4]([N+:1]([O-:3])=[O:2])[CH:5]=2)[NH:9][CH:8]=1)[C:20]#[N:21])(=[O:18])=[O:17]. (5) Given the reactants O.[C:2]([OH:6])(=[O:5])[CH:3]=O.[NH:7]1[CH2:11][CH2:10][CH2:9][CH2:8]1.[S:12]1[CH:16]=[CH:15][CH:14]=[C:13]1B(O)O, predict the reaction product. The product is: [N:7]1([CH:3]([C:13]2[S:12][CH:16]=[CH:15][CH:14]=2)[C:2]([OH:6])=[O:5])[CH2:11][CH2:10][CH2:9][CH2:8]1. (6) Given the reactants [NH2:1][C:2](=[N:18]OC(=O)CC(C)(C)C(OC)=O)[C:3]1[S:4][CH:5]=[C:6]([CH2:8][O:9][CH2:10][O:11][CH2:12][CH2:13][Si:14]([CH3:17])([CH3:16])[CH3:15])[N:7]=1.CN(C(ON1N=NC2C=CC=NC1=2)=[N+](C)C)C.F[P-](F)(F)(F)(F)F.CCN(C(C)C)C(C)C.[OH:63][C:64]([CH3:69])([CH3:68])[C:65](O)=[O:66], predict the reaction product. The product is: [CH3:15][Si:14]([CH3:17])([CH3:16])[CH2:13][CH2:12][O:11][CH2:10][O:9][CH2:8][C:6]1[N:7]=[C:3]([C:2]2[N:18]=[C:65]([C:64]([OH:63])([CH3:69])[CH3:68])[O:66][N:1]=2)[S:4][CH:5]=1. (7) The product is: [CH:4]1[C:3]2[C:8](=[N:9][C:10]3[C:15]([C:2]=2[NH:1][S:31]([C:24]2[C:25]([CH3:30])=[CH:26][C:27]([CH3:29])=[CH:28][C:23]=2[CH3:35])(=[O:33])=[O:32])=[CH:14][CH:13]=[CH:12][CH:11]=3)[CH:7]=[CH:6][CH:5]=1. Given the reactants [NH2:1][C:2]1[C:3]2[C:8]([N:9]=[C:10]3[C:15]=1[CH:14]=[CH:13][CH:12]=[CH:11]3)=[CH:7][CH:6]=[CH:5][CH:4]=2.CCN(CC)CC.[C:23]1([CH3:35])[CH:28]=[C:27]([CH3:29])[CH:26]=[C:25]([CH3:30])[C:24]=1[S:31](Cl)(=[O:33])=[O:32], predict the reaction product. (8) The product is: [C:1]([O:5][C@@H:6]([C:11]1[C:42]([CH3:43])=[N:41][C:40]2=[CH:44][C:37]3=[N:38][N:39]2[C:12]=1[C:13]1[CH:47]=[C:46]2[C:16]([O:17][CH2:18][CH2:19][N:20]2[CH2:21][CH2:22][CH2:23][CH2:24][CH2:25][C:26]2[CH:27]=[CH:28][CH:29]=[CH:30][C:31]=2[C:32]2[CH:45]=[C:36]3[CH:35]=[CH:34][CH:33]=2)=[CH:15][C:14]=1[F:48])[C:7]([O:9][CH3:10])=[O:8])([CH3:4])([CH3:2])[CH3:3]. Given the reactants [C:1]([O:5][C@@H:6]([C:11]1[C:42]([CH3:43])=[N:41][C:40]2=[CH:44][C:37]3=[N:38][N:39]2[C:12]=1[C:13]1[CH:47]=[C:46]2[C:16]([O:17][CH2:18][CH2:19][N:20]2[CH2:21][CH:22]=[CH:23][CH2:24][CH2:25][C:26]2[CH:27]=[CH:28][CH:29]=[CH:30][C:31]=2[C:32]2[CH:45]=[C:36]3[CH:35]=[CH:34][CH:33]=2)=[CH:15][C:14]=1[F:48])[C:7]([O:9][CH3:10])=[O:8])([CH3:4])([CH3:3])[CH3:2], predict the reaction product. (9) Given the reactants [CH3:1][O:2][C:3]1[CH:8]=[CH:7][C:6]([CH3:9])=[CH:5][C:4]=1[CH3:10].[F:11][C:12]([F:29])([F:28])[C:13](=[O:27])[CH2:14][C:15](C1C=C(C)C=CC=1OC)([CH3:17])[CH3:16], predict the reaction product. The product is: [F:11][C:12]([F:29])([F:28])[C:13](=[O:27])[CH2:14][C:15]([C:7]1[CH:8]=[C:3]([O:2][CH3:1])[C:4]([CH3:10])=[CH:5][C:6]=1[CH3:9])([CH3:17])[CH3:16].